Dataset: Forward reaction prediction with 1.9M reactions from USPTO patents (1976-2016). Task: Predict the product of the given reaction. Given the reactants [C:1]([C:3]1[CH:8]=[CH:7][CH:6]=[CH:5][N:4]=1)#[N:2].[CH3:9][NH:10][NH2:11].NN, predict the reaction product. The product is: [CH3:9][NH:10][N:11]=[C:1]([C:3]1[CH:8]=[CH:7][CH:6]=[CH:5][N:4]=1)[NH2:2].